From a dataset of Reaction yield outcomes from USPTO patents with 853,638 reactions. Predict the reaction yield, written as a fraction of the theoretical maximum amount of product (1.0 means a 100% yield; for example, 0.34 means a 34% yield). (1) The yield is 0.930. The catalyst is CN(C)C=O.C(OCC)(=O)C.CCCCCC. The reactants are [Cl:1][C:2]1[CH:7]=[C:6]([O:8][C:9]2[C:18]3[C:13](=[CH:14][C:15]([O:23][CH3:24])=[C:16]([C:19]([O:21][CH3:22])=[O:20])[CH:17]=3)[N:12]=[CH:11][CH:10]=2)[CH:5]=[CH:4][C:3]=1[NH:25][C:26](=O)[O:27]C1C=CC=CC=1.[CH2:35]([NH2:37])[CH3:36].O. The product is [Cl:1][C:2]1[CH:7]=[C:6]([CH:5]=[CH:4][C:3]=1[NH:25][C:26]([NH:37][CH2:35][CH3:36])=[O:27])[O:8][C:9]1[C:18]2[C:13](=[CH:14][C:15]([O:23][CH3:24])=[C:16]([C:19]([O:21][CH3:22])=[O:20])[CH:17]=2)[N:12]=[CH:11][CH:10]=1. (2) The reactants are [F:1][C:2]([F:39])([F:38])[C:3]1[CH:4]=[C:5]([CH:31]=[C:32]([C:34]([F:37])([F:36])[F:35])[CH:33]=1)[CH2:6][N:7]([C@@H:10]1[C:19]2[C:14](=[CH:15][CH:16]=[C:17]([C:20]([F:23])([F:22])[F:21])[CH:18]=2)[N:13]([C:24]([O:26][CH2:27][CH3:28])=[O:25])[C@H:12]([CH2:29][CH3:30])[CH2:11]1)[C:8]#[N:9].[Cl-].[NH4+].[N-:42]=[N+:43]=[N-:44].[Na+]. The catalyst is CN(C=O)C. The product is [F:36][C:34]([F:37])([F:35])[C:32]1[CH:31]=[C:5]([CH:4]=[C:3]([C:2]([F:1])([F:38])[F:39])[CH:33]=1)[CH2:6][N:7]([C:8]1[N:42]=[N:43][NH:44][N:9]=1)[C@@H:10]1[C:19]2[C:14](=[CH:15][CH:16]=[C:17]([C:20]([F:22])([F:23])[F:21])[CH:18]=2)[N:13]([C:24]([O:26][CH2:27][CH3:28])=[O:25])[C@H:12]([CH2:29][CH3:30])[CH2:11]1. The yield is 0.750. (3) The reactants are [Br:1][C:2]1[CH:3]=[N:4][CH:5]=[C:6]([C:12]=1[CH3:13])[C:7]([NH:9][CH2:10][CH3:11])=[O:8].[C:14]([O:18][C:19](O[C:19]([O:18][C:14]([CH3:17])([CH3:16])[CH3:15])=[O:20])=[O:20])([CH3:17])([CH3:16])[CH3:15]. The catalyst is C1COCC1.CN(C)C1C=CN=CC=1. The product is [C:19]([N:9]([CH2:10][CH3:11])[C:7](=[O:8])[C:6]1[C:12]([CH3:13])=[C:2]([Br:1])[CH:3]=[N:4][CH:5]=1)([O:18][C:14]([CH3:17])([CH3:16])[CH3:15])=[O:20]. The yield is 0.900. (4) The reactants are COC1C=C(OC)C=CC=1C[N:6]1[C:11](=[O:12])[C:10]2[CH:13]=[C:14]([CH2:16][CH3:17])[S:15][C:9]=2[NH:8][C:7]1=[O:18].Br[CH2:26][C:27]1[CH:32]=[CH:31][C:30]([C:33]2[C:34]([C:39]#[N:40])=[CH:35][CH:36]=[CH:37][CH:38]=2)=[C:29]([F:41])[CH:28]=1.C(=O)([O-])[O-].[K+].[K+]. The catalyst is C(#N)C. The yield is 0.900. The product is [CH2:16]([C:14]1[S:15][C:9]2[N:8]([CH2:26][C:27]3[CH:32]=[CH:31][C:30]([C:33]4[C:34]([C:39]#[N:40])=[CH:35][CH:36]=[CH:37][CH:38]=4)=[C:29]([F:41])[CH:28]=3)[C:7](=[O:18])[NH:6][C:11](=[O:12])[C:10]=2[CH:13]=1)[CH3:17]. (5) The reactants are [N:1]1([CH2:6][CH2:7][CH2:8][O:9][C:10]2[CH:15]=[CH:14][C:13]([C:16]3([C:22]#[N:23])[CH2:21][CH2:20][NH:19][CH2:18][CH2:17]3)=[CH:12][CH:11]=2)[CH2:5][CH2:4][CH2:3][CH2:2]1.C(O[BH-](OC(=O)C)OC(=O)C)(=O)C.[Na+].[CH3:38][C:39]([CH3:41])=O. No catalyst specified. The product is [CH:39]([N:19]1[CH2:18][CH2:17][C:16]([C:13]2[CH:14]=[CH:15][C:10]([O:9][CH2:8][CH2:7][CH2:6][N:1]3[CH2:5][CH2:4][CH2:3][CH2:2]3)=[CH:11][CH:12]=2)([C:22]#[N:23])[CH2:21][CH2:20]1)([CH3:41])[CH3:38]. The yield is 0.580. (6) The reactants are Br[C:2]1[CH:7]=[CH:6][CH:5]=[CH:4][N:3]=1.[Li]CCCC.[Br:13][C:14]1[CH:19]=[CH:18][C:17]([NH:20][C:21]2[C:22]([CH:32]=[O:33])=[CH:23][C:24]3[N:28]([CH3:29])[CH:27]=[N:26][C:25]=3[C:30]=2[F:31])=[C:16]([Cl:34])[CH:15]=1. The catalyst is C1COCC1. The product is [Br:13][C:14]1[CH:19]=[CH:18][C:17]([NH:20][C:21]2[C:22]([CH:32]([C:2]3[CH:7]=[CH:6][CH:5]=[CH:4][N:3]=3)[OH:33])=[CH:23][C:24]3[N:28]([CH3:29])[CH:27]=[N:26][C:25]=3[C:30]=2[F:31])=[C:16]([Cl:34])[CH:15]=1. The yield is 0.620. (7) The reactants are [C:1]([CH2:9][C:10](=[O:17])[C:11]1[CH:16]=[CH:15][CH:14]=[CH:13][CH:12]=1)(=[O:8])[C:2]1[CH:7]=[CH:6][CH:5]=[CH:4][CH:3]=1.[Br:18][C:19]1[CH:20]=[C:21]([CH:24]=[CH:25][C:26]=1[F:27])[CH:22]=O. The catalyst is C1(C)C=CC=CC=1.N1CCCCC1.C(O)(=O)C. The product is [Br:18][C:19]1[CH:20]=[C:21]([CH:24]=[CH:25][C:26]=1[F:27])[CH:22]=[C:9]([C:1]([C:2]1[CH:7]=[CH:6][CH:5]=[CH:4][CH:3]=1)=[O:8])[C:10]([C:11]1[CH:16]=[CH:15][CH:14]=[CH:13][CH:12]=1)=[O:17]. The yield is 0.830.